This data is from Full USPTO retrosynthesis dataset with 1.9M reactions from patents (1976-2016). The task is: Predict the reactants needed to synthesize the given product. (1) Given the product [CH:32]1([C@H:13]([NH:12][C:11](=[O:38])[C@@H:9]([NH:7][CH3:6])[CH3:10])[C:14]([N:16]2[CH2:20][CH2:19][CH2:18][C@H:17]2[CH2:21][O:22][CH:23]2[CH2:31][C:30]3[C:25](=[CH:26][CH:27]=[CH:28][CH:29]=3)[CH2:24]2)=[O:15])[CH2:37][CH2:36][CH2:35][CH2:34][CH2:33]1, predict the reactants needed to synthesize it. The reactants are: C(O[C:6](=O)[N:7]([C@H:9]([C:11](=[O:38])[NH:12][C@@H:13]([CH:32]1[CH2:37][CH2:36][CH2:35][CH2:34][CH2:33]1)[C:14]([N:16]1[CH2:20][CH2:19][CH2:18][C@H:17]1[CH2:21][O:22][CH:23]1[CH2:31][C:30]2[C:25](=[CH:26][CH:27]=[CH:28][CH:29]=2)[CH2:24]1)=[O:15])[CH3:10])C)(C)(C)C.FC(F)(F)C(O)=O. (2) The reactants are: C([O:5][C:6](=[O:50])[C:7]1[CH:12]=[CH:11][CH:10]=[C:9]([CH2:13][CH:14]([NH:28][C:29](=[O:47])[CH2:30][CH:31]2[CH2:36][CH2:35][N:34]([CH2:37][CH2:38][NH:39]C(OC(C)(C)C)=O)[CH2:33][CH2:32]2)[B:15]2[O:23]C3C(C)(C4CC(C3)C4(C)C)[O:16]2)[C:8]=1OC)(C)(C)C.B(Cl)(Cl)Cl. Given the product [NH2:39][CH2:38][CH2:37][N:34]1[CH2:35][CH2:36][CH:31]([CH2:30][C:29]([NH:28][CH:14]2[CH2:13][C:9]3[CH:10]=[CH:11][CH:12]=[C:7]([C:6]([OH:5])=[O:50])[C:8]=3[O:23][B:15]2[OH:16])=[O:47])[CH2:32][CH2:33]1, predict the reactants needed to synthesize it.